From a dataset of Forward reaction prediction with 1.9M reactions from USPTO patents (1976-2016). Predict the product of the given reaction. (1) Given the reactants [CH3:1][O:2][C:3](=[O:22])[CH:4]([C:6]1[CH:11]=[CH:10][C:9]([O:12][CH2:13][C:14]2[CH:19]=[CH:18][C:17]([Cl:20])=[C:16]([Cl:21])[CH:15]=2)=[CH:8][CH:7]=1)[OH:5], predict the reaction product. The product is: [CH3:1][O:2][C:3](=[O:22])[C:4]([C:6]1[CH:7]=[CH:8][C:9]([O:12][CH2:13][C:14]2[CH:19]=[CH:18][C:17]([Cl:20])=[C:16]([Cl:21])[CH:15]=2)=[CH:10][CH:11]=1)=[O:5]. (2) Given the reactants [C:1](/[N:3]=[C:4](\[N:32]1[CH2:37][CH2:36][CH2:35][CH2:34][CH2:33]1)/[N:5]1[CH2:10][CH2:9][C@H:8]([C:11]([N:13]2[CH2:18][CH2:17][N:16]([C:19]3[CH:24]=[CH:23][C:22]([C:25]#[N:26])=[CH:21][C:20]=3[CH3:27])[CH2:15][CH2:14]2)=[O:12])[C@@H:7]([C:28](OC)=[O:29])[CH2:6]1)#[N:2].[NH2:38][OH:39], predict the reaction product. The product is: [C:1](/[N:3]=[C:4](\[N:32]1[CH2:33][CH2:34][CH2:35][CH2:36][CH2:37]1)/[N:5]1[CH2:10][CH2:9][C@H:8]([C:11]([N:13]2[CH2:14][CH2:15][N:16]([C:19]3[CH:24]=[CH:23][C:22]([C:25]#[N:26])=[CH:21][C:20]=3[CH3:27])[CH2:17][CH2:18]2)=[O:12])[C@@H:7]([C:28]([NH:38][OH:39])=[O:29])[CH2:6]1)#[N:2]. (3) Given the reactants [Cl:1][C:2]1[C:34]([CH3:35])=[CH:33][C:5]([O:6][CH2:7][CH2:8][CH2:9][C:10]2[C:18]3[C:13](=[C:14]([C:19]4[C:20]([CH3:26])=[N:21][N:22]([CH3:25])[C:23]=4[CH3:24])[CH:15]=[CH:16][CH:17]=3)[N:12]([CH2:27][CH2:28][C:29](O)=[O:30])[C:11]=2[CH3:32])=[CH:4][C:3]=1[CH3:36].[N:37]1[CH:42]=[CH:41][CH:40]=[C:39]([S:43]([NH2:46])(=[O:45])=[O:44])[CH:38]=1, predict the reaction product. The product is: [Cl:1][C:2]1[C:3]([CH3:36])=[CH:4][C:5]([O:6][CH2:7][CH2:8][CH2:9][C:10]2[C:18]3[C:13](=[C:14]([C:19]4[C:20]([CH3:26])=[N:21][N:22]([CH3:25])[C:23]=4[CH3:24])[CH:15]=[CH:16][CH:17]=3)[N:12]([CH2:27][CH2:28][C:29]([NH:46][S:43]([C:39]3[CH:38]=[N:37][CH:42]=[CH:41][CH:40]=3)(=[O:45])=[O:44])=[O:30])[C:11]=2[CH3:32])=[CH:33][C:34]=1[CH3:35]. (4) Given the reactants [CH3:1][O:2][C:3](=[O:32])[C:4]1[CH:9]=[CH:8][C:7]([O:10][CH2:11][C:12]2[C:13]([C:25]3[CH:30]=[CH:29][C:28]([Cl:31])=[CH:27][CH:26]=3)=[N:14][O:15][C:16]=2/[CH:17]=C/C2C=CC=CC=2)=[N:6][CH:5]=1.I([O-])(=O)(=O)=[O:34].[Na+], predict the reaction product. The product is: [CH3:1][O:2][C:3](=[O:32])[C:4]1[CH:9]=[CH:8][C:7]([O:10][CH2:11][C:12]2[C:13]([C:25]3[CH:30]=[CH:29][C:28]([Cl:31])=[CH:27][CH:26]=3)=[N:14][O:15][C:16]=2[CH:17]=[O:34])=[N:6][CH:5]=1. (5) Given the reactants [C:1]([C:3]1[CH:8]=[CH:7][C:6](B(O)O)=[CH:5][C:4]=1[F:12])#[N:2].Cl[C:14]1[N:19]=[C:18]([NH2:20])[N:17]=[C:16]([NH:21][CH2:22][C:23]2[CH:28]=[CH:27][CH:26]=[CH:25][CH:24]=2)[CH:15]=1.O1CCOCC1.C([O-])(O)=O.[Na+], predict the reaction product. The product is: [NH2:20][C:18]1[N:19]=[C:14]([C:6]2[CH:7]=[CH:8][C:3]([C:1]#[N:2])=[C:4]([F:12])[CH:5]=2)[CH:15]=[C:16]([NH:21][CH2:22][C:23]2[CH:24]=[CH:25][CH:26]=[CH:27][CH:28]=2)[N:17]=1. (6) Given the reactants [CH2:1]([O:3][C:4]1([C:7]2[CH:12]=[CH:11][C:10]([C:13]#[C:14][Si](C)(C)C)=[CH:9][C:8]=2[CH:19]([CH3:21])[CH3:20])[CH2:6][CH2:5]1)[CH3:2].C(=O)([O-])[O-].[K+].[K+], predict the reaction product. The product is: [CH2:1]([O:3][C:4]1([C:7]2[CH:12]=[CH:11][C:10]([C:13]#[CH:14])=[CH:9][C:8]=2[CH:19]([CH3:20])[CH3:21])[CH2:6][CH2:5]1)[CH3:2].